Dataset: Full USPTO retrosynthesis dataset with 1.9M reactions from patents (1976-2016). Task: Predict the reactants needed to synthesize the given product. Given the product [C:45]([NH:44][C:41]([CH3:42])([CH3:43])[CH2:40][C:39]([N:35]([CH2:34][C@@H:10]1[CH2:9][NH:8][CH2:12][C@H:11]1[CH2:13][N:14]([CH:31]([CH3:32])[CH3:33])[C:15](=[O:30])[C:16]1[CH:21]=[CH:20][C:19]([O:22][CH3:23])=[C:18]([O:24][CH2:25][CH2:26][CH2:27][O:28][CH3:29])[CH:17]=1)[CH:36]1[CH2:38][CH2:37]1)=[O:48])(=[O:47])[CH3:46], predict the reactants needed to synthesize it. The reactants are: C(OC([N:8]1[CH2:12][C@@H:11]([CH2:13][N:14]([CH:31]([CH3:33])[CH3:32])[C:15](=[O:30])[C:16]2[CH:21]=[CH:20][C:19]([O:22][CH3:23])=[C:18]([O:24][CH2:25][CH2:26][CH2:27][O:28][CH3:29])[CH:17]=2)[C@H:10]([CH2:34][N:35]([C:39](=[O:48])[CH2:40][C:41]([NH:44][C:45](=[O:47])[CH3:46])([CH3:43])[CH3:42])[CH:36]2[CH2:38][CH2:37]2)[CH2:9]1)=O)(C)(C)C.C([O-])(O)=O.[Na+].